Dataset: Catalyst prediction with 721,799 reactions and 888 catalyst types from USPTO. Task: Predict which catalyst facilitates the given reaction. (1) Reactant: [CH3:1][N:2]([S:13]([C:16]1[CH:21]=[CH:20][C:19]([O:22][CH2:23][C:24]2[CH:33]=[CH:32][C:31]3[C:26](=[CH:27][CH:28]=[CH:29][CH:30]=3)[N:25]=2)=[CH:18][CH:17]=1)(=[O:15])=[O:14])[CH:3]1[CH:8]2[CH2:9][CH:5]([CH2:6][CH2:7]2)[CH:4]1[C:10](O)=[O:11].CCN=C=NCCCN(C)C.C1C=CC2[N:53]([OH:54])N=NC=2C=1.NO. Product: [OH:54][NH:53][C:10]([C@@H:4]1[C@H:3]([N:2]([CH3:1])[S:13]([C:16]2[CH:17]=[CH:18][C:19]([O:22][CH2:23][C:24]3[CH:33]=[CH:32][C:31]4[C:26](=[CH:27][CH:28]=[CH:29][CH:30]=4)[N:25]=3)=[CH:20][CH:21]=2)(=[O:14])=[O:15])[C@@H:8]2[CH2:9][C@H:5]1[CH2:6][CH2:7]2)=[O:11]. The catalyst class is: 39. (2) Reactant: [F:1][CH:2]([F:18])[N:3]1[CH:7]=[C:6]([C:8]([NH2:10])=O)[C:5]([C:11]2[CH:16]=[CH:15][C:14]([F:17])=[CH:13][CH:12]=2)=[N:4]1.COC1C=CC(P2(SP(C3C=CC(OC)=CC=3)(=S)S2)=[S:28])=CC=1. Product: [F:1][CH:2]([F:18])[N:3]1[CH:7]=[C:6]([C:8](=[S:28])[NH2:10])[C:5]([C:11]2[CH:16]=[CH:15][C:14]([F:17])=[CH:13][CH:12]=2)=[N:4]1. The catalyst class is: 1. (3) Reactant: [NH:1]([C:48]([O:50][C:51]([CH3:54])([CH3:53])[CH3:52])=[O:49])[C@H:2]([C:12]([NH:14][C@H:15]([C:37]([NH:39][CH2:40][C:41]([O:43][C:44]([CH3:47])([CH3:46])[CH3:45])=[O:42])=[O:38])[CH2:16][S:17]C(C1C=CC=CC=1)(C1C=CC=CC=1)C1C=CC=CC=1)=[O:13])[CH2:3][CH2:4][C:5](=[O:11])[O:6][C:7]([CH3:10])([CH3:9])[CH3:8].C(O)(C(F)(F)F)=O. Product: [NH:1]([C:48]([O:50][C:51]([CH3:54])([CH3:53])[CH3:52])=[O:49])[C@H:2]([C:12]([NH:14][C@H:15]([C:37]([NH:39][CH2:40][C:41]([O:43][C:44]([CH3:46])([CH3:45])[CH3:47])=[O:42])=[O:38])[CH2:16][SH:17])=[O:13])[CH2:3][CH2:4][C:5](=[O:11])[O:6][C:7]([CH3:8])([CH3:9])[CH3:10]. The catalyst class is: 2. (4) Reactant: [OH:1][C:2]12[CH2:11][CH:6]3[CH2:7][CH:8]([CH2:10][C:4]([C:12]([O:14][CH2:15][CH2:16][CH2:17][CH3:18])=[O:13])([CH2:5]3)[CH2:3]1)[CH2:9]2.[CH3:19][O:20][CH2:21][CH2:22][O:23][CH2:24]Cl.C(N(CC)CC)C. The catalyst class is: 1. Product: [CH3:19][O:20][CH2:21][CH2:22][O:23][CH2:24][O:1][C:2]12[CH2:11][CH:6]3[CH2:7][CH:8]([CH2:10][C:4]([C:12]([O:14][CH2:15][CH2:16][CH2:17][CH3:18])=[O:13])([CH2:5]3)[CH2:3]1)[CH2:9]2. (5) Reactant: C(O[C:4]1[C:5](=[O:16])[C:6](=[O:15])[C:7]=1[NH:8][C:9]1[CH:10]=[N:11][CH:12]=[CH:13][CH:14]=1)C.[CH2:17]([N:24]1[CH2:29][CH2:28][CH:27]([CH2:30][CH2:31][NH2:32])[CH2:26][CH2:25]1)[C:18]1[CH:23]=[CH:22][CH:21]=[CH:20][CH:19]=1. Product: [CH2:17]([N:24]1[CH2:29][CH2:28][CH:27]([CH2:30][CH2:31][NH:32][C:4]2[C:5](=[O:16])[C:6](=[O:15])[C:7]=2[NH:8][C:9]2[CH:10]=[N:11][CH:12]=[CH:13][CH:14]=2)[CH2:26][CH2:25]1)[C:18]1[CH:23]=[CH:22][CH:21]=[CH:20][CH:19]=1. The catalyst class is: 14. (6) Reactant: [CH3:1][O:2][C:3]1[CH:4]=[C:5]2[C:10](=[CH:11][C:12]=1[O:13][CH3:14])[N:9]=[CH:8][CH:7]=[C:6]2[O:15][C:16]1[CH:22]=[CH:21][C:19]([NH2:20])=[C:18]([CH3:23])[C:17]=1C.ClC(Cl)(O[C:29](=[O:35])[O:30][C:31](Cl)(Cl)Cl)Cl.[O:37]1[CH2:42][CH2:41][N:40]([CH2:43][CH2:44]CO)[CH2:39][CH2:38]1.[C:47](=O)(O)[O-].[Na+]. Product: [CH3:1][O:2][C:3]1[CH:4]=[C:5]2[C:10](=[CH:11][C:12]=1[O:13][CH3:14])[N:9]=[CH:8][CH:7]=[C:6]2[O:15][C:16]1[C:22]([CH3:47])=[CH:21][C:19]([NH:20][C:29](=[O:35])[O:30][CH2:31][CH2:44][CH2:43][N:40]2[CH2:41][CH2:42][O:37][CH2:38][CH2:39]2)=[C:18]([CH3:23])[CH:17]=1. The catalyst class is: 208. (7) Reactant: [C:1]1([CH3:17])[CH:6]=[C:5]([CH3:7])[CH:4]=[C:3]([CH3:8])[C:2]=1[C:9]1[C:10]([CH3:16])=[C:11]([CH:13]=[CH:14][CH:15]=1)[NH2:12].[C:18]([CH:21]1[CH2:26][CH2:25][O:24][C:22]1=[O:23])(=O)[CH3:19]. Product: [C:1]1([CH3:17])[CH:6]=[C:5]([CH3:7])[CH:4]=[C:3]([CH3:8])[C:2]=1[C:9]1[C:10]([CH3:16])=[C:11]([CH:13]=[CH:14][CH:15]=1)[NH:12][C:18](=[C:21]1[CH2:26][CH2:25][O:24][C:22]1=[O:23])[CH3:19]. The catalyst class is: 8.